This data is from Peptide-MHC class I binding affinity with 185,985 pairs from IEDB/IMGT. The task is: Regression. Given a peptide amino acid sequence and an MHC pseudo amino acid sequence, predict their binding affinity value. This is MHC class I binding data. The binding affinity (normalized) is 0.187. The peptide sequence is ALIVAIWDK. The MHC is HLA-A33:01 with pseudo-sequence HLA-A33:01.